Task: Predict which catalyst facilitates the given reaction.. Dataset: Catalyst prediction with 721,799 reactions and 888 catalyst types from USPTO (1) Reactant: C([O:3][C:4]([CH:6]1[CH2:11][CH2:10][N:9]([CH2:12][CH2:13][C:14]2[C:22]3[C:17](=[CH:18][CH:19]=[C:20]([O:23][C:24]4[S:25][C:26]5[CH:32]=[CH:31][CH:30]=[CH:29][C:27]=5[N:28]=4)[CH:21]=3)[NH:16][CH:15]=2)[CH2:8][CH2:7]1)=[O:5])C.[OH-].[K+].Cl.C(Cl)Cl. Product: [S:25]1[C:26]2[CH:32]=[CH:31][CH:30]=[CH:29][C:27]=2[N:28]=[C:24]1[O:23][C:20]1[CH:21]=[C:22]2[C:17](=[CH:18][CH:19]=1)[NH:16][CH:15]=[C:14]2[CH2:13][CH2:12][N:9]1[CH2:10][CH2:11][CH:6]([C:4]([OH:5])=[O:3])[CH2:7][CH2:8]1. The catalyst class is: 252. (2) Reactant: [C-:1]#[N:2].[K+].Br[CH2:5][C:6]1[C:14]2[O:13][C:12]([C:15]3[CH:20]=[CH:19][C:18]([OH:21])=[CH:17][CH:16]=3)=[C:11]([C:22]3[CH:27]=[CH:26][CH:25]=[CH:24][CH:23]=3)[C:10]=2[CH:9]=[C:8]([OH:28])[CH:7]=1.C1COCC1.C(=O)(O)[O-].[Na+]. Product: [OH:28][C:8]1[CH:7]=[C:6]([CH2:5][C:1]#[N:2])[C:14]2[O:13][C:12]([C:15]3[CH:20]=[CH:19][C:18]([OH:21])=[CH:17][CH:16]=3)=[C:11]([C:22]3[CH:27]=[CH:26][CH:25]=[CH:24][CH:23]=3)[C:10]=2[CH:9]=1. The catalyst class is: 37. (3) Reactant: [NH2:1][CH2:2][CH2:3][N:4]1[CH2:9][CH2:8][CH:7]([C:10]2[CH:11]=[C:12]([NH:16][C:17](=[O:21])[CH:18]([CH3:20])[CH3:19])[CH:13]=[CH:14][CH:15]=2)[CH2:6][CH2:5]1.[C:22]1([CH:28]([C:32]2[CH:37]=[CH:36][CH:35]=[CH:34][CH:33]=2)[C:29](Cl)=[O:30])[CH:27]=[CH:26][CH:25]=[CH:24][CH:23]=1. Product: [C:32]1([CH:28]([C:22]2[CH:23]=[CH:24][CH:25]=[CH:26][CH:27]=2)[C:29]([NH:1][CH2:2][CH2:3][N:4]2[CH2:9][CH2:8][CH:7]([C:10]3[CH:11]=[C:12]([NH:16][C:17](=[O:21])[CH:18]([CH3:19])[CH3:20])[CH:13]=[CH:14][CH:15]=3)[CH2:6][CH2:5]2)=[O:30])[CH:33]=[CH:34][CH:35]=[CH:36][CH:37]=1. The catalyst class is: 1. (4) Reactant: [N+:1]([C:4]1[CH:5]=[C:6]([CH:21]=[CH:22][CH:23]=1)[O:7][CH:8]1[CH2:13][CH2:12][N:11]([C:14]([O:16][C:17]([CH3:20])([CH3:19])[CH3:18])=[O:15])[CH2:10][CH2:9]1)([O-])=O. Product: [NH2:1][C:4]1[CH:5]=[C:6]([CH:21]=[CH:22][CH:23]=1)[O:7][CH:8]1[CH2:13][CH2:12][N:11]([C:14]([O:16][C:17]([CH3:20])([CH3:18])[CH3:19])=[O:15])[CH2:10][CH2:9]1. The catalyst class is: 171. (5) Reactant: [C:1]1([N:7]=[C:8]=S)[CH:6]=[CH:5][CH:4]=[CH:3][CH:2]=1.[NH:10]([C:12]1[N:17]([CH2:18][C:19]2[CH:24]=[CH:23][C:22]([O:25][CH3:26])=[CH:21][CH:20]=2)[C:16](=[O:27])[N:15]([CH3:28])[C:14](=[O:29])[CH:13]=1)[NH2:11]. Product: [CH3:26][O:25][C:22]1[CH:21]=[CH:20][C:19]([CH2:18][N:17]2[C:12]3[NH:10][N:11]=[C:8]([NH:7][C:1]4[CH:6]=[CH:5][CH:4]=[CH:3][CH:2]=4)[C:13]=3[C:14](=[O:29])[N:15]([CH3:28])[C:16]2=[O:27])=[CH:24][CH:23]=1. The catalyst class is: 3.